This data is from Reaction yield outcomes from USPTO patents with 853,638 reactions. The task is: Predict the reaction yield, written as a fraction of the theoretical maximum amount of product (1.0 means a 100% yield; for example, 0.34 means a 34% yield). (1) The reactants are [C:1]([NH:4][CH2:5][C@@H:6]1[CH2:11][C@H:10]([O:12][CH3:13])[CH2:9][CH2:8][C@@H:7]1[N:14]1[CH2:18][CH2:17][C@H:16]([NH:19]C(=O)OCC2C=CC=CC=2)[C:15]1=[O:30])(=[O:3])[CH3:2].[H][H]. The catalyst is CO.[Pd]. The product is [NH2:19][C@H:16]1[CH2:17][CH2:18][N:14]([C@H:7]2[CH2:8][CH2:9][C@@H:10]([O:12][CH3:13])[CH2:11][C@H:6]2[CH2:5][NH:4][C:1](=[O:3])[CH3:2])[C:15]1=[O:30]. The yield is 0.980. (2) The reactants are CC1C=C(C)C=C(C)C=1[Mg]Br.C1([Mg]Br)C=CC=CC=1.[C:20]1([CH3:32])[CH:25]=[C:24]([CH3:26])[CH:23]=[C:22]([CH3:27])[C:21]=1[C:28](O)([CH3:30])[CH3:29]. The catalyst is COC1CCCC1.C1COCC1. The product is [CH3:30][C:28]([C:21]1[C:22]([CH3:27])=[CH:23][C:24]([CH3:26])=[CH:25][C:20]=1[CH3:32])=[CH2:29]. The yield is 0.819. (3) The reactants are Br[C:2]1[S:6][C:5]([C:7]([CH3:10])([CH3:9])[CH3:8])=[N:4][C:3]=1[C:11]1[CH:16]=[CH:15][N:14]=[C:13]([NH2:17])[N:12]=1.[F:18][C:19]1[C:25](B2OC(C)(C)C(C)(C)O2)=[CH:24][CH:23]=[CH:22][C:20]=1[NH2:21].C(=O)(O)[O-].[Na+].O1CCOCC1. The catalyst is CCOC(C)=O.Cl[Pd](Cl)([P](C1C=CC=CC=1)(C1C=CC=CC=1)C1C=CC=CC=1)[P](C1C=CC=CC=1)(C1C=CC=CC=1)C1C=CC=CC=1. The product is [NH2:21][C:20]1[C:19]([F:18])=[C:25]([C:2]2[S:6][C:5]([C:7]([CH3:10])([CH3:9])[CH3:8])=[N:4][C:3]=2[C:11]2[CH:16]=[CH:15][N:14]=[C:13]([NH2:17])[N:12]=2)[CH:24]=[CH:23][CH:22]=1. The yield is 0.510.